Regression/Classification. Given a drug SMILES string, predict its absorption, distribution, metabolism, or excretion properties. Task type varies by dataset: regression for continuous measurements (e.g., permeability, clearance, half-life) or binary classification for categorical outcomes (e.g., BBB penetration, CYP inhibition). Dataset: cyp2d6_veith. From a dataset of CYP2D6 inhibition data for predicting drug metabolism from PubChem BioAssay. (1) The drug is O=C(O)[C@H]([C@H]1NCCS1)N1C(=O)c2ccccc2C1=O. The result is 0 (non-inhibitor). (2) The molecule is COC(=O)[C@H]1C[C@@H]1[C@H](NS(=O)(=O)c1ccc2ccccc2c1)c1ccccc1. The result is 0 (non-inhibitor). (3) The molecule is CC(=O)OC1C2CCCC1C([NH+]1CCCC1)CC2.[Cl-]. The result is 1 (inhibitor). (4) The drug is COCCn1c(=O)c(-c2cc(F)cc(F)c2)nc2cnc(OC)nc21. The result is 0 (non-inhibitor). (5) The drug is CCOc1ccc(C(=O)Cc2cc(OC)c(OC)cc2[N+](=O)[O-])cc1. The result is 0 (non-inhibitor). (6) The drug is CC(=O)C1=C(C)OC(N)=C(C#N)C1c1cc2cccc(C)c2nc1Cl. The result is 0 (non-inhibitor).